This data is from Full USPTO retrosynthesis dataset with 1.9M reactions from patents (1976-2016). The task is: Predict the reactants needed to synthesize the given product. (1) Given the product [OH:6][CH2:7][C:8]1[CH:13]=[CH:12][C:11]([C:14]#[C:15][C:16]2[CH:21]=[CH:20][C:19]([CH2:22][C:23]([O:25][CH3:26])=[O:24])=[CH:18][CH:17]=2)=[CH:10][C:9]=1[CH:27]([CH3:29])[CH3:28], predict the reactants needed to synthesize it. The reactants are: C([SiH2][O:6][C:7](C)(C)[C:8]1[CH:13]=[CH:12][C:11]([C:14]#[C:15][C:16]2[CH:21]=[CH:20][C:19]([CH2:22][C:23]([O:25][CH3:26])=[O:24])=[CH:18][CH:17]=2)=[CH:10][C:9]=1[CH:27]([CH3:29])[CH3:28])(C)(C)C.[F-].C([N+](CCCC)(CCCC)CCCC)CCC. (2) Given the product [CH3:1][O:2][C:3]1[CH:4]=[CH:5][C:6]([C@@H:9]2[C@@H:14]([O:15][CH2:16][C:17]3[CH:18]=[CH:19][C:20]4[O:25][CH2:24][CH2:23][N:22]([CH2:26][CH2:27][CH2:28][O:29][CH3:30])[C:21]=4[CH:31]=3)[CH2:13][N:12]([S:32]([C:35]3[CH:40]=[CH:39][C:38]([CH3:41])=[CH:37][CH:36]=3)(=[O:33])=[O:34])[C@@H:11]([CH2:42][C@@H:43]([O:45][C:50](=[O:51])[N:49]([CH3:53])[CH3:48])[CH3:44])[CH2:10]2)=[CH:7][CH:8]=1, predict the reactants needed to synthesize it. The reactants are: [CH3:1][O:2][C:3]1[CH:8]=[CH:7][C:6]([C@@H:9]2[C@@H:14]([O:15][CH2:16][C:17]3[CH:18]=[CH:19][C:20]4[O:25][CH2:24][CH2:23][N:22]([CH2:26][CH2:27][CH2:28][O:29][CH3:30])[C:21]=4[CH:31]=3)[CH2:13][N:12]([S:32]([C:35]3[CH:40]=[CH:39][C:38]([CH3:41])=[CH:37][CH:36]=3)(=[O:34])=[O:33])[C@@H:11]([CH2:42][C@@H:43]([OH:45])[CH3:44])[CH2:10]2)=[CH:5][CH:4]=1.[H-].[K+].[CH3:48][N:49]([CH3:53])[C:50](Cl)=[O:51]. (3) The reactants are: [NH2:1][CH2:2][CH:3]1[CH2:8][CH2:7][N:6]([C:9]([O:11][C:12]([CH3:15])([CH3:14])[CH3:13])=[O:10])[CH2:5][CH2:4]1.[CH:16]([C:18]1[CH:26]=[CH:25][CH:24]=[CH:23][C:19]=1[C:20](O)=O)=[O:17].C([BH3-])#N.[Na+].[OH-].[Na+]. Given the product [C:12]([O:11][C:9]([N:6]1[CH2:7][CH2:8][CH:3]([CH2:2][N:1]2[CH2:20][C:19]3[C:18](=[CH:26][CH:25]=[CH:24][CH:23]=3)[C:16]2=[O:17])[CH2:4][CH2:5]1)=[O:10])([CH3:15])([CH3:14])[CH3:13], predict the reactants needed to synthesize it. (4) Given the product [CH2:8]([S:10]([C:13]1[CH:14]=[C:15]([C:19]2[C:24]3[C:25]4[CH:31]=[C:30]([CH3:32])[CH:29]=[N:28][C:26]=4[NH:27][C:23]=3[C:22]([O:7][CH2:6][C:5]3[S:1][CH:2]=[N:3][CH:4]=3)=[N:21][CH:20]=2)[CH:16]=[CH:17][CH:18]=1)(=[O:11])=[O:12])[CH3:9], predict the reactants needed to synthesize it. The reactants are: [S:1]1[C:5]([CH2:6][OH:7])=[CH:4][N:3]=[CH:2]1.[CH2:8]([S:10]([C:13]1[CH:14]=[C:15]([C:19]2[C:24]3[C:25]4[CH:31]=[C:30]([CH3:32])[CH:29]=[N:28][C:26]=4[NH:27][C:23]=3[C:22](OCCCN(C)C)=[N:21][CH:20]=2)[CH:16]=[CH:17][CH:18]=1)(=[O:12])=[O:11])[CH3:9]. (5) Given the product [F:1][C:2]1[CH:7]=[CH:6][C:5]([C:8]2[C:16]3[C:15]([O:17][CH2:18][CH2:19][CH2:20][O:21][C:22]4[CH:23]=[C:24]([NH:25][S:30]([CH3:29])(=[O:32])=[O:31])[CH:26]=[CH:27][CH:28]=4)=[N:14][CH:13]=[N:12][C:11]=3[S:10][CH:9]=2)=[CH:4][CH:3]=1, predict the reactants needed to synthesize it. The reactants are: [F:1][C:2]1[CH:7]=[CH:6][C:5]([C:8]2[C:16]3[C:15]([O:17][CH2:18][CH2:19][CH2:20][O:21][C:22]4[CH:23]=[C:24]([CH:26]=[CH:27][CH:28]=4)[NH2:25])=[N:14][CH:13]=[N:12][C:11]=3[S:10][CH:9]=2)=[CH:4][CH:3]=1.[CH3:29][S:30](Cl)(=[O:32])=[O:31].C(N(C(C)C)CC)(C)C.